Dataset: Reaction yield outcomes from USPTO patents with 853,638 reactions. Task: Predict the reaction yield, written as a fraction of the theoretical maximum amount of product (1.0 means a 100% yield; for example, 0.34 means a 34% yield). (1) The reactants are [F:1][C:2]([F:12])([F:11])[C:3]1[CH:10]=[CH:9][CH:8]=[CH:7][C:4]=1[CH:5]=O.Cl.[S:14]1[CH:18]=[CH:17][N:16]=[C:15]1[C:19](=[NH:21])[NH2:20].O=[C:23]([CH3:30])[CH2:24][C:25]([O:27][CH2:28][CH3:29])=[O:26].C([O-])(=O)C.[Na+]. The catalyst is C(O)C. The product is [CH3:30][C:23]1[NH:20][C:19]([C:15]2[S:14][CH:18]=[CH:17][N:16]=2)=[N:21][CH:5]([C:4]2[CH:7]=[CH:8][CH:9]=[CH:10][C:3]=2[C:2]([F:12])([F:11])[F:1])[C:24]=1[C:25]([O:27][CH2:28][CH3:29])=[O:26]. The yield is 0.640. (2) The reactants are C(OC(=O)[NH:7][C:8]1[CH:13]=[CH:12][C:11]([Cl:14])=[CH:10][C:9]=1[C:15](=[O:23])[C:16]1[CH:21]=[CH:20][C:19]([Br:22])=[CH:18][CH:17]=1)(C)(C)C.Cl.CO. The product is [NH2:7][C:8]1[CH:13]=[CH:12][C:11]([Cl:14])=[CH:10][C:9]=1[C:15]([C:16]1[CH:21]=[CH:20][C:19]([Br:22])=[CH:18][CH:17]=1)=[O:23]. The catalyst is CO. The yield is 0.980. (3) The reactants are [F:1][C:2]1[CH:10]=[C:9]2[C:5]([C:6]([C:11]([N:13]3[CH2:18][CH2:17][CH:16]([C:19]4[CH:24]=[CH:23][CH:22]=[CH:21][C:20]=4[C:25]([F:28])([F:27])[F:26])[CH2:15][CH2:14]3)=[O:12])=[N:7][NH:8]2)=[CH:4][CH:3]=1.I[CH:30]1[CH2:33][O:32][CH2:31]1.C([O-])([O-])=O.[K+].[K+]. The catalyst is CN(C=O)C.O. The product is [F:1][C:2]1[CH:10]=[C:9]2[C:5]([C:6]([C:11]([N:13]3[CH2:14][CH2:15][CH:16]([C:19]4[CH:24]=[CH:23][CH:22]=[CH:21][C:20]=4[C:25]([F:27])([F:26])[F:28])[CH2:17][CH2:18]3)=[O:12])=[N:7][N:8]2[CH:30]2[CH2:33][O:32][CH2:31]2)=[CH:4][CH:3]=1. The yield is 0.270. (4) The reactants are Cl[C:2]1[N:3]=[N+:4]([O-:13])[C:5]2[C:11]([CH3:12])=[CH:10][CH:9]=[CH:8][C:6]=2[N:7]=1.CO[CH2:16][CH2:17][O:18][CH3:19]. No catalyst specified. The product is [CH3:12][C:11]1[C:5]2[N+:4]([O-:13])=[N:3][C:2]([NH:4][CH2:5][CH2:6][N:7]3[CH2:2][CH2:19][O:18][CH2:17][CH2:16]3)=[N:7][C:6]=2[CH:8]=[CH:9][CH:10]=1. The yield is 0.790. (5) The reactants are [S:1]1[C:5]2[CH:6]=[CH:7][CH:8]=[CH:9][C:4]=2[C:3]([CH2:10][CH2:11][C:12](Cl)=[O:13])=[CH:2]1.[Cl-].[Cl-].[Cl-].[Al+3]. The catalyst is C(Cl)Cl. The product is [C:4]12[CH:9]=[CH:8][CH:7]=[CH:6][C:5]=1[S:1][C:2]1[C:12](=[O:13])[CH2:11][CH2:10][C:3]2=1. The yield is 0.550. (6) The reactants are [NH:1]1[C:9]2[C:4](=[CH:5][C:6]([O:10][C:11]3[C:20]4[C:15](=[CH:16][C:17]([O:23][CH2:24][C@@H:25]5[CH2:27][O:26]5)=[C:18]([O:21][CH3:22])[CH:19]=4)[N:14]=[CH:13][N:12]=3)=[CH:7][CH:8]=2)[CH:3]=[CH:2]1.[NH:28]1[CH2:33][CH2:32][O:31][CH2:30][CH2:29]1. No catalyst specified. The product is [OH:26][C@@H:25]([CH2:27][N:28]1[CH2:33][CH2:32][O:31][CH2:30][CH2:29]1)[CH2:24][O:23][C:17]1[CH:16]=[C:15]2[C:20]([C:11]([O:10][C:6]3[CH:5]=[C:4]4[C:9](=[CH:8][CH:7]=3)[NH:1][CH:2]=[CH:3]4)=[N:12][CH:13]=[N:14]2)=[CH:19][C:18]=1[O:21][CH3:22]. The yield is 0.630.